This data is from Peptide-MHC class I binding affinity with 185,985 pairs from IEDB/IMGT. The task is: Regression. Given a peptide amino acid sequence and an MHC pseudo amino acid sequence, predict their binding affinity value. This is MHC class I binding data. (1) The peptide sequence is KAFSPEVIPMF. The MHC is HLA-B15:01 with pseudo-sequence HLA-B15:01. The binding affinity (normalized) is 0.512. (2) The peptide sequence is NSESGNSRY. The MHC is HLA-A02:12 with pseudo-sequence HLA-A02:12. The binding affinity (normalized) is 0.0847. (3) The peptide sequence is VYSTTSRSA. The MHC is Patr-A0701 with pseudo-sequence Patr-A0701. The binding affinity (normalized) is 0.305.